From a dataset of M1 muscarinic receptor antagonist screen with 61,756 compounds. Binary Classification. Given a drug SMILES string, predict its activity (active/inactive) in a high-throughput screening assay against a specified biological target. (1) The drug is O=C(N1CCN(CC1)C(=O)c1ncc(cc1)C)N(CC)CC. The result is 0 (inactive). (2) The compound is Oc1cc(CC(C(Cc2cc(O)c(O)cc2)C)C)ccc1O. The result is 0 (inactive). (3) The drug is S(c1n2c(=NC(C2=O)CC(=O)NCc2sccc2)c2c(n1)cccc2)CC(=O)N. The result is 0 (inactive). (4) The molecule is S(c1nc(n(n1)c1ccccc1)C1CCCCC1)CC(=O)NCCN1C(=O)CSC1=O. The result is 0 (inactive). (5) The compound is s1c2n(nc(c2cc1C(=O)N(CC(=O)NC(C)(C)C)Cc1occc1)C)c1ccccc1. The result is 0 (inactive). (6) The compound is O1CCN(CC1)c1nc(nc(n2nc(cc2C)C)c1)c1ccccc1. The result is 0 (inactive).